Task: Predict the product of the given reaction.. Dataset: Forward reaction prediction with 1.9M reactions from USPTO patents (1976-2016) (1) Given the reactants [Si]([O:8][NH:9][C:10]([C:12]1[CH:17]=[CH:16][CH:15]=[CH:14][C:13]=1[C:18]1[CH:23]=[CH:22][C:21]([CH2:24][N:25]2[C:33]3[C:28](=[CH:29][C:30]([C:34]([NH:36][C@H:37]([C:39]4[CH:44]=[CH:43][CH:42]=[C:41]([CH:45]([CH3:47])[CH3:46])[CH:40]=4)[CH3:38])=[O:35])=[CH:31][CH:32]=3)[C:27]([CH3:48])=[C:26]2[CH3:49])=[CH:20][CH:19]=1)=[O:11])(C(C)(C)C)(C)C, predict the reaction product. The product is: [OH:8][NH:9][C:10]([C:12]1[CH:17]=[CH:16][CH:15]=[CH:14][C:13]=1[C:18]1[CH:19]=[CH:20][C:21]([CH2:24][N:25]2[C:33]3[C:28](=[CH:29][C:30]([C:34]([NH:36][C@H:37]([C:39]4[CH:44]=[CH:43][CH:42]=[C:41]([CH:45]([CH3:46])[CH3:47])[CH:40]=4)[CH3:38])=[O:35])=[CH:31][CH:32]=3)[C:27]([CH3:48])=[C:26]2[CH3:49])=[CH:22][CH:23]=1)=[O:11]. (2) Given the reactants [OH:1][CH2:2][C:3]1([CH3:17])[CH2:11][C:10]2[C:5](=[C:6]([CH3:15])[C:7]([CH:13]=[CH2:14])=[C:8]([CH3:12])[CH:9]=2)[CH:4]1[OH:16].N1C=CN=C1.[Si:23](Cl)([CH2:28][CH3:29])([CH2:26][CH3:27])[CH2:24][CH3:25], predict the reaction product. The product is: [CH3:17][C:3]1([CH2:2][O:1][Si:23]([CH2:28][CH3:29])([CH2:26][CH3:27])[CH2:24][CH3:25])[CH2:11][C:10]2[C:5](=[C:6]([CH3:15])[C:7]([CH:13]=[CH2:14])=[C:8]([CH3:12])[CH:9]=2)[CH:4]1[OH:16].